Dataset: Forward reaction prediction with 1.9M reactions from USPTO patents (1976-2016). Task: Predict the product of the given reaction. (1) Given the reactants [CH:1]1([N:7]2[CH2:13][C:12]([F:15])([F:14])[C:11](=[O:16])[N:10]([CH3:17])[C:9]3[CH:18]=[N:19][C:20]([NH:22][C:23]4[CH:31]=[CH:30][C:26]([C:27](O)=[O:28])=[CH:25][C:24]=4[O:32][CH3:33])=[N:21][C:8]2=3)[CH2:6][CH2:5][CH2:4][CH2:3][CH2:2]1.CN(C(ON1N=NC2C=CC=NC1=2)=[N+](C)C)C.F[P-](F)(F)(F)(F)F.[N:58]1([NH2:64])[CH2:63][CH2:62][CH2:61][CH2:60][CH2:59]1, predict the reaction product. The product is: [CH:1]1([N:7]2[CH2:13][C:12]([F:15])([F:14])[C:11](=[O:16])[N:10]([CH3:17])[C:9]3[CH:18]=[N:19][C:20]([NH:22][C:23]4[CH:31]=[CH:30][C:26]([C:27]([NH:64][N:58]5[CH2:63][CH2:62][CH2:61][CH2:60][CH2:59]5)=[O:28])=[CH:25][C:24]=4[O:32][CH3:33])=[N:21][C:8]2=3)[CH2:2][CH2:3][CH2:4][CH2:5][CH2:6]1. (2) Given the reactants C([O:4][C:5]1[C:10]([CH3:11])=[CH:9][CH:8]=[CH:7][C:6]=1[CH:12]1[CH2:14][CH2:13]1)(=O)C.C(=O)([O-])[O-].[K+].[K+].O, predict the reaction product. The product is: [CH:12]1([C:6]2[CH:7]=[CH:8][CH:9]=[C:10]([CH3:11])[C:5]=2[OH:4])[CH2:14][CH2:13]1. (3) Given the reactants C(OC([N:8]1[C:13]2[CH:14]=[C:15]([Cl:20])[C:16]([NH2:19])=[C:17]([NH2:18])[C:12]=2[O:11][CH:10]([C:21]([N:23]2[CH2:28][CH2:27][C:26]([C:37]#[N:38])([CH2:29][C:30]3[CH:35]=[CH:34][C:33]([F:36])=[CH:32][CH:31]=3)[CH2:25][CH2:24]2)=[O:22])[CH2:9]1)=O)(C)(C)C.Cl.[C:40](OC(=O)C)(=O)[CH3:41], predict the reaction product. The product is: [Cl:20][C:15]1[CH:14]=[C:13]2[C:12]([O:11][CH:10]([C:21]([N:23]3[CH2:28][CH2:27][C:26]([CH2:29][C:30]4[CH:35]=[CH:34][C:33]([F:36])=[CH:32][CH:31]=4)([C:37]#[N:38])[CH2:25][CH2:24]3)=[O:22])[CH2:9][NH:8]2)=[C:17]2[N:18]=[C:40]([CH3:41])[NH:19][C:16]=12. (4) The product is: [NH2:43][C@@H:13]([CH2:12][C:9]1[CH:8]=[CH:7][C:6]([O:5][C:1]([CH3:2])([CH3:3])[CH3:4])=[CH:11][CH:10]=1)[C:14]([N:16]([CH2:35][CH:36]([O:40][CH2:41][CH3:42])[O:37][CH2:38][CH3:39])[CH2:17][C:18]1[C:23]2[N:24]=[C:25]([NH:27][C:28]([O:30][C:31]([CH3:33])([CH3:34])[CH3:32])=[O:29])[S:26][C:22]=2[CH:21]=[CH:20][CH:19]=1)=[O:15]. Given the reactants [C:1]([O:5][C:6]1[CH:11]=[CH:10][C:9]([CH2:12][C@H:13]([NH:43]C(=O)OCC2C3C=CC=CC=3C3C2=CC=CC=3)[C:14]([N:16]([CH2:35][CH:36]([O:40][CH2:41][CH3:42])[O:37][CH2:38][CH3:39])[CH2:17][C:18]2[C:23]3[N:24]=[C:25]([NH:27][C:28]([O:30][C:31]([CH3:34])([CH3:33])[CH3:32])=[O:29])[S:26][C:22]=3[CH:21]=[CH:20][CH:19]=2)=[O:15])=[CH:8][CH:7]=1)([CH3:4])([CH3:3])[CH3:2].N1CCCCC1.ClCCl, predict the reaction product. (5) Given the reactants [CH2:1]([C:3]1[CH:4]=[CH:5][C:6]([CH2:9][CH2:10][O:11][C:12]2[CH:17]=[CH:16][C:15]([N+:18]([O-])=O)=[CH:14][CH:13]=2)=[N:7][CH:8]=1)[CH3:2].[H][H], predict the reaction product. The product is: [CH2:1]([C:3]1[CH:4]=[CH:5][C:6]([CH2:9][CH2:10][O:11][C:12]2[CH:13]=[CH:14][C:15]([NH2:18])=[CH:16][CH:17]=2)=[N:7][CH:8]=1)[CH3:2]. (6) The product is: [Cl-:1].[CH3:15]/[C:8](/[CH2:9][CH2:10][CH:11]=[C:12]([CH3:14])[CH3:13])=[CH:7]\[CH2:6][O:5][C:3](=[O:4])[CH2:2][N:19]1[CH:20]=[CH:21][N+:17]([CH3:16])=[CH:18]1. Given the reactants [Cl:1][CH2:2][C:3]([O:5][CH2:6]/[CH:7]=[C:8](\[CH3:15])/[CH2:9][CH2:10][CH:11]=[C:12]([CH3:14])[CH3:13])=[O:4].[CH3:16][N:17]1[CH:21]=[CH:20][N:19]=[CH:18]1, predict the reaction product. (7) Given the reactants Br[C:2]1[C:10]2[C:5](=[N:6][CH:7]=[N:8][C:9]=2[NH2:11])[N:4]([CH:12]2[CH2:21][CH2:20][C:15]3([O:19][CH2:18][CH2:17][O:16]3)[CH2:14][CH2:13]2)[N:3]=1.[O:22]([C:29]1[CH:34]=[CH:33][C:32](B(O)O)=[CH:31][CH:30]=1)[C:23]1[CH:28]=[CH:27][CH:26]=[CH:25][CH:24]=1.C(=O)([O-])[O-].[Na+].[Na+].O, predict the reaction product. The product is: [O:19]1[C:15]2([CH2:20][CH2:21][CH:12]([N:4]3[C:5]4=[N:6][CH:7]=[N:8][C:9]([NH2:11])=[C:10]4[C:2]([C:32]4[CH:33]=[CH:34][C:29]([O:22][C:23]5[CH:28]=[CH:27][CH:26]=[CH:25][CH:24]=5)=[CH:30][CH:31]=4)=[N:3]3)[CH2:13][CH2:14]2)[O:16][CH2:17][CH2:18]1. (8) Given the reactants [CH3:1][O:2][C:3]1[CH:8]=[CH:7][C:6]([CH3:9])=[CH:5][C:4]=1[OH:10].[CH3:11][O:12]C(Cl)Cl, predict the reaction product. The product is: [OH:10][C:4]1[C:3]([O:2][CH3:1])=[CH:8][C:7]([CH:11]=[O:12])=[C:6]([CH3:9])[CH:5]=1.